Dataset: Peptide-MHC class I binding affinity with 185,985 pairs from IEDB/IMGT. Task: Regression. Given a peptide amino acid sequence and an MHC pseudo amino acid sequence, predict their binding affinity value. This is MHC class I binding data. The peptide sequence is RESREKPYK. The MHC is HLA-B27:05 with pseudo-sequence HLA-B27:05. The binding affinity (normalized) is 0.00949.